From a dataset of Catalyst prediction with 721,799 reactions and 888 catalyst types from USPTO. Predict which catalyst facilitates the given reaction. (1) Reactant: [C:1]([C:5]1[CH:6]=[C:7]([C:15]2[N:19]([C:20]3[CH:25]=[CH:24][C:23]([C:26](=[O:30])[N:27]([CH3:29])[CH3:28])=[CH:22][CH:21]=3)[N:18]=[C:17]([C:31]3[CH:40]=[CH:39][C:34]([C:35]([O:37]C)=[O:36])=[CH:33][CH:32]=3)[CH:16]=2)[CH:8]=[C:9]([S:11][CH:12]([CH3:14])[CH3:13])[CH:10]=1)([CH3:4])([CH3:3])[CH3:2].[Li+].[OH-].Cl. Product: [C:1]([C:5]1[CH:6]=[C:7]([C:15]2[N:19]([C:20]3[CH:25]=[CH:24][C:23]([C:26](=[O:30])[N:27]([CH3:29])[CH3:28])=[CH:22][CH:21]=3)[N:18]=[C:17]([C:31]3[CH:40]=[CH:39][C:34]([C:35]([OH:37])=[O:36])=[CH:33][CH:32]=3)[CH:16]=2)[CH:8]=[C:9]([S:11][CH:12]([CH3:14])[CH3:13])[CH:10]=1)([CH3:3])([CH3:4])[CH3:2]. The catalyst class is: 92. (2) Reactant: [Cl:1][C:2]1[CH:7]=[CH:6][C:5]([NH:8][C:9]([C@H:11]2[CH2:15][CH2:14][CH2:13][N:12]2C(OC(C)(C)C)=O)=[O:10])=[CH:4][CH:3]=1. Product: [Cl-:1].[Cl:1][C:2]1[CH:3]=[CH:4][C:5]([NH:8][C:9]([C@H:11]2[CH2:15][CH2:14][CH2:13][NH2+:12]2)=[O:10])=[CH:6][CH:7]=1. The catalyst class is: 89. (3) Reactant: [F:1][C:2]1[C:3]([NH2:9])=[N:4][CH:5]=[C:6]([NH2:8])[CH:7]=1.[Na+].[N+]([C:14]1[CH:15]=C(S([O-])(=O)=O)C=C[CH:19]=1)([O-])=O.OCC(CO)O.OS(O)(=O)=O. Product: [F:1][C:2]1[C:3]([NH2:9])=[N:4][C:5]2[C:6]([CH:7]=1)=[N:8][CH:15]=[CH:14][CH:19]=2. The catalyst class is: 6.